This data is from Drug-target binding data from BindingDB using IC50 measurements. The task is: Regression. Given a target protein amino acid sequence and a drug SMILES string, predict the binding affinity score between them. We predict pIC50 (pIC50 = -log10(IC50 in M); higher means more potent). Dataset: bindingdb_ic50. (1) The small molecule is Cc1cc(O)c2c(c1)C(=O)c1cc(O)cc(O)c1C2=O. The target protein sequence is MTTDTHTLHIEEILDLLPHRFPFLLVDRVLDFEEGKFLRAVKNVSFNEPFFQGHFPGKPIFPGVLILEAMAQATGILAFKSRGKLEPGELYYFAGIDEARFKRPVVPGDQMIMEVEFVKERRGLTRFTGVAKVDGEIVCTATMMCARSKPAAPAESVVVKPDVVKPDVVNPVVKE. The pIC50 is 4.5. (2) The compound is O=C(Nc1ccc2c(c1)CNC2)[C@@H]1CC[C@@H]2CN1C(=O)N2OS(=O)(=O)O. The target protein sequence is MRDTRFPCLCGIAASTLLFATTPAIADEAPADRLKALVDAAVQPVMKANDIPGLAVAISLKGEPHYFSYGLASKEDGRRVTPETLFEIGSVSKTFTVTLAGYALAQDKMRLDDRASQHWPALQGSRFDGISLLDLATYTAGGLPLQFPDSVQKDQAQIRDYYRQWQPTYAPGSQRLYSNPSIGLFGYLAARSLGQPFERLMEQQLFPALGLEQTHLDVPEAALAQYAQGYGKDDRPLRVGPGPLDAEGYGVKTSAADLLRFVDANLHPERLDRPWAQALDATHRGYYKVGDMTQGLGWEAYDWPISLKRLQAGNSTPMALQPHRIARLPAPQALEGQRLLNKTGSTNGFGAYVAFVPGRDLGLVILANRNYPNAERVKIAYAILSGLEQQAKVPLKR. The pIC50 is 7.8. (3) The compound is CN1CCC(N2CCN(C(=O)c3nc4ccccc4n3Cc3ccccc3)CC2)CC1. The target protein (Q3BCU0) has sequence MASWPPLQLQSSNQSQLFPQNATACDNAPEAWDLLHRVLPTFIISICSFGLLGNLFVLLVFLLPRRRLNVAEIYLANLAASDLVFVLGLPFWAENIWNQFNWPFGALLCRVINGIIKANLFISIFLVVAISQDRYCVLVHPMASRRRQRRRQARVTCVLIWVVGGLLSIPTFLLRSIQAVPDLNITACILLLPHEAWHFARIVELNILAFLLPLAAIIFFNYHILASLRGREEVSRTRCGGSKDSKTTALILTLVVAFLVCWAPYHFFAFLEFLFQVQAVRGCFWEDFIDLGLQLANFLAFTNSSLNPVIYVFAGRLFRTKVWELYKQCTPKSLAPISSSHRKEIFQLFWRN. The pIC50 is 5.3. (4) The small molecule is O=S(=O)(NCCc1cccc(CCc2nnn[nH]2)c1)c1ccc(Cl)cc1. The target protein (P30987) has sequence MWPNGTSLGACFRPVNITLQERRAIASPWFAASFCALGLGSNLLALSVLAGARPGAGPRSSFLALLCGLVLTDFLGLLVTGAIVASQHAALLDWRATDPSCRLCYFMGVAMVFFGLCPLLLGAAMASERFVGITRPFSRPTATSRRAWATVGLVWVAAGALGLLPLLGLGRYSVQYPGSWCFLTLGTQRGDVVFGLIFALLGSASVGLSLLLNTVSVATLCRVYHTREATQRPRDCEVEMMVQLVGIMVVATVCWMPLLVFIMQTLLQTPPVMSFSGQLLRATEHQLLIYLRVATWNQILDPWVYILFRRSVLRRLHPRFSSQLQAVSLRRPPAQAMLSGP. The pIC50 is 8.1. (5) The compound is N[C@]1(C(=O)O)C2C[C@H](C[C@H]2CCc2ccc(Cl)cc2)[C@@H]1C(=O)O. The target protein (P43004) has sequence MASTEGANNMPKQVEVRMHDSHLGSEEPKHRHLGLRLCDKLGKNLLLTLTVFGVILGAVCGGLLRLASPIHPDVVMLIAFPGDILMRMLKMLILPLIISSLITGLSGLDAKASGRLGTRAMVYYMSTTIIAAVLGVILVLAIHPGNPKLKKQLGPGKKNDEVSSLDAFLDLIRNLFPENLVQACFQQIQTVTKKVLVAPPPDEEANATSAVVSLLNETVTEVPEETKMVIKKGLEFKDGMNVLGLIGFFIAFGIAMGKMGDQAKLMVDFFNILNEIVMKLVIMIMWYSPLGIACLICGKIIAIKDLEVVARQLGMYMVTVIIGLIIHGGIFLPLIYFVVTRKNPFSFFAGIFQAWITALGTASSAGTLPVTFRCLEENLGIDKRVTRFVLPVGATINMDGTALYEAVAAIFIAQMNGVVLDGGQIVTVSLTATLASVGAASIPSAGLVTMLLILTAVGLPTEDISLLVAVDWLLDRMRTSVNVVGDSFGAGIVYHLSKSE.... The pIC50 is 4.8. (6) The compound is COC(=O)CSC1=C(C#N)C(c2ccc(F)cc2)CC(=O)N1. The target protein sequence is MVYSYTEKKRIRKDFGKRPQVLDVPYLLSIQLDSFQKFIEQDPEGQYGLEAAFRSVFPIQSYSGNSELQYVSYRLGEPVFDVQECQIRGVTYSAPLRVKLRLVIYEREAPEGTVKDIKEQEVYMGEIPLMTDNGTFVINGTERVIVSQLHRSPGVFFDSDKGKTHSSGKVLYNARIIPYRGSWLDFEFDPKDNLFVRIDRRRKLPATIILRALNYTTEQILDLFFEKVIFEIRDNKLQMELVPERLRGETASFDIEANGKVYVEKGRRITARHIRQLEKDDVKLIEVPVEYIAGKVVAKDYIDESTGELICAANMELSLDLLAKLSQSGHKRIETLFTNDLDHGPYISETLRVDPTNDRLSALVEIYRMMRPGEPPTREAAESLFENLFFSEDRYDLSAVGRMKFNRSLLREEIEGSGILSKDDIIDVMKKLIDIRNGKGEVDDIDHLGNRRIRSVGEMAENQFRVGLVRVERAVKERLSLGDLDTLMPQDMINAKPISA.... The pIC50 is 4.3. (7) The compound is O=C(O)c1cccc(C(=O)O)n1. The target protein sequence is MLKVISSLLFYMTASLMAVASPLAHSGESRGEYPTVSEIPVGEVRLYQIDDGVWSHIATHTFDGVVYPSNGLIVRDGDELLLIDTAWGTKNTVALLAEIEKQIGLPVTRSVSTHFHDDRVGGVDALRAAGVATYASPSTRRLAEAEGNEVPTHSLEGLSSSGDAVRFGPVELFYPGAAHSTDNLVVYVPSANVLYGGCAVLELSRTSAGNVADADLAEWPGSVERIQQHYPEAEVVIPGHGLPGGLDLLQHTANVVKAHTNRSVAE. The pIC50 is 4.3. (8) The drug is O=C(CC1CC(c2ccc(O)cc2)=NO1)OC1CCCCC1. The target protein (P34884) has sequence MPMFIVNTNVPRASVPEGFLSELTQQLAQATGKPAQYIAVHVVPDQLMTFSGTNDPCALCSLHSIGKIGGAQNRNYSKLLCGLLSDRLHISPDRVYINYYDMNAANVGWNGSTFA. The pIC50 is 5.6. (9) The pIC50 is 7.8. The compound is CC1(C)S[C@@H]2[C@H](Br)C(=O)N2[C@H]1C(=O)O. The target protein (P62593) has sequence MSIQHFRVALIPFFAAFCLPVFAHPETLVKVKDAEDQLGARVGYIELDLNSGKILESFRPEERFPMMSTFKVLLCGAVLSRVDAGQEQLGRRIHYSQNDLVEYSPVTEKHLTDGMTVRELCSAAITMSDNTAANLLLTTIGGPKELTAFLHNMGDHVTRLDRWEPELNEAIPNDERDTTMPAAMATTLRKLLTGELLTLASRQQLIDWMEADKVAGPLLRSALPAGWFIADKSGAGERGSRGIIAALGPDGKPSRIVVIYTTGSQATMDERNRQIAEIGASLIKHW. (10) The drug is CCCC/C(=C\c1cc(Oc2ccccc2)ccc1OCc1ccc(C(F)(F)F)cc1)C(=O)O. The target protein (P49768) has sequence MTELPAPLSYFQNAQMSEDNHLSNTVRSQNDNRERQEHNDRRSLGHPEPLSNGRPQGNSRQVVEQDEEEDEELTLKYGAKHVIMLFVPVTLCMVVVVATIKSVSFYTRKDGQLIYTPFTEDTETVGQRALHSILNAAIMISVIVVMTILLVVLYKYRCYKVIHAWLIISSLLLLFFFSFIYLGEVFKTYNVAVDYITVALLIWNFGVVGMISIHWKGPLRLQQAYLIMISALMALVFIKYLPEWTAWLILAVISVYDLVAVLCPKGPLRMLVETAQERNETLFPALIYSSTMVWLVNMAEGDPEAQRRVSKNSKYNAESTERESQDTVAENDDGGFSEEWEAQRDSHLGPHRSTPESRAAVQELSSSILAGEDPEERGVKLGLGDFIFYSVLVGKASATASGDWNTTIACFVAILIGLCLTLLLLAIFKKALPALPISITFGLVFYFATDYLVQPFMDQLAFHQFYI. The pIC50 is 4.8.